This data is from Full USPTO retrosynthesis dataset with 1.9M reactions from patents (1976-2016). The task is: Predict the reactants needed to synthesize the given product. The reactants are: C(OC(=O)[NH:7][C:8]1[CH:13]=[CH:12][CH:11]=[CH:10][C:9]=1[CH2:14][N:15]1[C:23]2[CH:22]=[C:21]3[NH:24][C:25]([NH:27][C:28]([C:30]4[CH:31]=[N:32][CH:33]=[CH:34][CH:35]=4)=[O:29])=[N:26][C:20]3=[CH:19][C:18]=2[C:17]([CH3:37])([CH3:36])[C:16]1=[O:38])(C)(C)C.C([O-])([O-])=O.[K+].[K+]. Given the product [NH2:7][C:8]1[CH:13]=[CH:12][CH:11]=[CH:10][C:9]=1[CH2:14][N:15]1[C:23]2[CH:22]=[C:21]3[NH:24][C:25]([NH:27][C:28](=[O:29])[C:30]4[CH:35]=[CH:34][CH:33]=[N:32][CH:31]=4)=[N:26][C:20]3=[CH:19][C:18]=2[C:17]([CH3:37])([CH3:36])[C:16]1=[O:38], predict the reactants needed to synthesize it.